This data is from Reaction yield outcomes from USPTO patents with 853,638 reactions. The task is: Predict the reaction yield, written as a fraction of the theoretical maximum amount of product (1.0 means a 100% yield; for example, 0.34 means a 34% yield). (1) The reactants are [N:1]1([C:7]([O:9][C:10]([CH3:13])([CH3:12])[CH3:11])=[O:8])[CH2:6][CH2:5][NH:4][CH2:3][CH2:2]1.N1C=CC=CC=1.[N+:20]([C:23]1[CH:28]=[CH:27][C:26]([S:29](Cl)(=[O:31])=[O:30])=[CH:25][CH:24]=1)([O-:22])=[O:21]. The catalyst is C(Cl)Cl. The product is [N+:20]([C:23]1[CH:24]=[CH:25][C:26]([S:29]([N:4]2[CH2:5][CH2:6][N:1]([C:7]([O:9][C:10]([CH3:13])([CH3:12])[CH3:11])=[O:8])[CH2:2][CH2:3]2)(=[O:31])=[O:30])=[CH:27][CH:28]=1)([O-:22])=[O:21]. The yield is 0.760. (2) The reactants are [F:1][C:2]([F:10])([F:9])[C:3](=O)[CH2:4][C:5](=O)[CH3:6].[Cl:11][C:12]1[CH:27]=[CH:26][C:15]([O:16][CH2:17][CH2:18][S:19][C:20]2[N:24]=[C:23]([NH2:25])[NH:22][N:21]=2)=[CH:14][CH:13]=1. The catalyst is C(O)(=O)C. The product is [Cl:11][C:12]1[CH:13]=[CH:14][C:15]([O:16][CH2:17][CH2:18][S:19][C:20]2[N:24]=[C:23]3[N:25]=[C:5]([CH3:6])[CH:4]=[C:3]([C:2]([F:10])([F:9])[F:1])[N:22]3[N:21]=2)=[CH:26][CH:27]=1. The yield is 0.650. (3) The reactants are C(=O)([O-])[O-].[K+].[K+].C([O:10][C:11]1[CH:12]=[C:13]([CH:31]=[CH2:32])[C:14]2[O:18][C:17]([C:19]3[CH:24]=[CH:23][C:22]([O:25]C(=O)C)=[C:21]([F:29])[CH:20]=3)=[N:16][C:15]=2[CH:30]=1)(=O)C.O1CCOCC1.Cl. The catalyst is O. The product is [F:29][C:21]1[CH:20]=[C:19]([C:17]2[O:18][C:14]3[C:13]([CH:31]=[CH2:32])=[CH:12][C:11]([OH:10])=[CH:30][C:15]=3[N:16]=2)[CH:24]=[CH:23][C:22]=1[OH:25]. The yield is 0.460. (4) The reactants are [Br:1][C:2]1[CH:20]=[N:19][C:5]2[N:6]=[C:7]([N:13]3[CH2:16][CH:15]([NH:17][CH3:18])[CH2:14]3)[C:8]3[N:9]([N:10]=[N:11][N:12]=3)[C:4]=2[CH:3]=1.O1CCOCC1.[ClH:27]. The catalyst is CCOCC. The product is [ClH:27].[Br:1][C:2]1[CH:20]=[N:19][C:5]2[N:6]=[C:7]([N:13]3[CH2:16][CH:15]([NH:17][CH3:18])[CH2:14]3)[C:8]3[N:9]([N:10]=[N:11][N:12]=3)[C:4]=2[CH:3]=1. The yield is 0.990. (5) The reactants are [CH2:1]([O:8][CH2:9]/[CH:10]=[CH:11]/[C:12]1[CH:13]=[CH:14][C:15]2[C@@H:16]3[C@@H:21]([CH2:22][CH2:23][C:24]=2[CH:25]=1)[C@@H:20]1[CH2:26][CH2:27][C:28]2(OCC[O:29]2)[C@@:19]1([CH3:33])[CH2:18][CH2:17]3)[C:2]1[CH:7]=[CH:6][CH:5]=[CH:4][CH:3]=1.Cl.C(=O)(O)[O-]. The catalyst is CC(C)=O.O. The product is [CH2:1]([O:8][CH2:9]/[CH:10]=[CH:11]/[C:12]1[CH:25]=[C:24]2[C:15](=[CH:14][CH:13]=1)[C@@H:16]1[C@H:21]([C@H:20]3[C@@:19]([CH2:18][CH2:17]1)([CH3:33])[C:28](=[O:29])[CH2:27][CH2:26]3)[CH2:22][CH2:23]2)[C:2]1[CH:3]=[CH:4][CH:5]=[CH:6][CH:7]=1. The yield is 0.690. (6) The reactants are [CH:1]1[C:14]2[C:5](=[N:6][C:7]3[C:12]([C:13]=2[NH:15][S:16]([C:19]2[C:24]([CH3:25])=[CH:23][C:22]([CH3:26])=[CH:21][C:20]=2[CH3:27])(=[O:18])=[O:17])=[CH:11][CH:10]=[CH:9][CH:8]=3)[CH:4]=[CH:3][CH:2]=1.[H-].[Na+].[Br:30][CH2:31][CH2:32][CH2:33][CH2:34][CH2:35]Br. The catalyst is CN(C=O)C. The product is [CH:1]1[C:14]2[C:5](=[N:6][C:7]3[C:12]([C:13]=2[N:15]([CH2:35][CH2:34][CH2:33][CH2:32][CH2:31][Br:30])[S:16]([C:19]2[C:20]([CH3:27])=[CH:21][C:22]([CH3:26])=[CH:23][C:24]=2[CH3:25])(=[O:17])=[O:18])=[CH:11][CH:10]=[CH:9][CH:8]=3)[CH:4]=[CH:3][CH:2]=1. The yield is 0.600. (7) The reactants are [CH:1]([C:4]1[C:12]2[C:7](=[N:8][CH:9]=[CH:10][C:11]=2[N:13]2[CH:17]=[C:16]([C:18]3[CH:19]=[N:20][N:21]([CH3:23])[CH:22]=3)[N:15]=[CH:14]2)[NH:6][N:5]=1)([CH3:3])[CH3:2].C(=O)([O-])[O-].[Cs+].[Cs+].Br[C:31]1[CH:38]=[CH:37][C:34]([C:35]#[N:36])=[C:33]([NH:39][CH2:40][CH3:41])[CH:32]=1.CNCCNC. The catalyst is O1CCOCC1.[Cu](I)I.O.C(Cl)(Cl)Cl. The product is [CH2:40]([NH:39][C:33]1[CH:32]=[C:31]([N:6]2[C:7]3=[N:8][CH:9]=[CH:10][C:11]([N:13]4[CH:17]=[C:16]([C:18]5[CH:19]=[N:20][N:21]([CH3:23])[CH:22]=5)[N:15]=[CH:14]4)=[C:12]3[C:4]([CH:1]([CH3:3])[CH3:2])=[N:5]2)[CH:38]=[CH:37][C:34]=1[C:35]#[N:36])[CH3:41]. The yield is 0.770. (8) The reactants are [CH2:1]([O:3][C:4]([C:6]1[NH:7][N:8]=[C:9]([CH2:11][CH2:12][CH3:13])[CH:10]=1)=[O:5])[CH3:2].S(OC)(O[CH3:18])(=O)=O. The catalyst is ClCCl. The product is [CH2:1]([O:3][C:4]([C:6]1[N:7]([CH3:18])[N:8]=[C:9]([CH2:11][CH2:12][CH3:13])[CH:10]=1)=[O:5])[CH3:2]. The yield is 0.650. (9) The catalyst is CS(C)=O. The product is [CH:2]([C@H:3]1[CH2:7][CH2:6][C@@H:5]([C:8]2[CH:9]=[CH:10][CH:11]=[CH:12][CH:13]=2)[N:4]1[C:14]([O:16][C:17]([CH3:20])([CH3:19])[CH3:18])=[O:15])=[O:1]. The reactants are [OH:1][CH2:2][C@H:3]1[CH2:7][CH2:6][C@@H:5]([C:8]2[CH:13]=[CH:12][CH:11]=[CH:10][CH:9]=2)[N:4]1[C:14]([O:16][C:17]([CH3:20])([CH3:19])[CH3:18])=[O:15].CCN(CC)CC.N1C=CC=CC=1. The yield is 0.880. (10) The reactants are [Br:1][C:2]1[CH:8]=[CH:7][CH:6]=[CH:5][C:3]=1[NH2:4].[N+:9]([O-:12])(O)=[O:10].[C:13](OC(=O)C)(=[O:15])[CH3:14]. No catalyst specified. The product is [Br:1][C:2]1[CH:8]=[CH:7][CH:6]=[C:5]([N+:9]([O-:12])=[O:10])[C:3]=1[NH:4][C:13](=[O:15])[CH3:14]. The yield is 0.167.